Dataset: hERG Central: cardiac toxicity at 1µM, 10µM, and general inhibition. Task: Predict hERG channel inhibition at various concentrations. (1) The molecule is CCN(CC)C(=N)/C(C#N)=N/Nc1ccc(C)cc1. Results: hERG_inhib (hERG inhibition (general)): blocker. (2) Results: hERG_inhib (hERG inhibition (general)): blocker. The compound is COc1ccc(OCC(=O)N2CCC3(CC2)CC(=O)c2ccccc2O3)cc1. (3) The drug is CC1(NC(=O)Nc2ccccc2)CCS(=O)(=O)C1. Results: hERG_inhib (hERG inhibition (general)): blocker. (4) The drug is CCN(CC(=O)NCc1cccs1)S(=O)(=O)c1ccc(F)cc1. Results: hERG_inhib (hERG inhibition (general)): blocker. (5) The compound is Cc1ccc2nc(N/N=C\c3ccc([N+](=O)[O-])o3)nc(-c3ccccc3)c2c1. Results: hERG_inhib (hERG inhibition (general)): blocker. (6) The compound is Cl.OCCCCNCc1ccc(OCc2ccc(Cl)cc2Cl)cc1. Results: hERG_inhib (hERG inhibition (general)): blocker. (7) The compound is O=C(CSC1CS(=O)(=O)c2cc([N+](=O)[O-])ccc21)NNC(=O)c1ccc(Cl)cc1. Results: hERG_inhib (hERG inhibition (general)): blocker. (8) The molecule is Cc1ccc(N2CC(C(=O)OCc3ccc([N+](=O)[O-])cc3)CC2=O)cc1. Results: hERG_inhib (hERG inhibition (general)): blocker. (9) The molecule is O=C(Nc1ccnn1C1CCN(CCCC2CCCC2)CC1)c1ccccc1. Results: hERG_inhib (hERG inhibition (general)): blocker.